Dataset: NCI-60 drug combinations with 297,098 pairs across 59 cell lines. Task: Regression. Given two drug SMILES strings and cell line genomic features, predict the synergy score measuring deviation from expected non-interaction effect. (1) Cell line: M14. Drug 2: C1=CC(=C2C(=C1NCCNCCO)C(=O)C3=C(C=CC(=C3C2=O)O)O)NCCNCCO. Drug 1: COC1=C(C=C2C(=C1)N=CN=C2NC3=CC(=C(C=C3)F)Cl)OCCCN4CCOCC4. Synergy scores: CSS=45.7, Synergy_ZIP=4.63, Synergy_Bliss=5.74, Synergy_Loewe=-12.4, Synergy_HSA=7.98. (2) Drug 1: C1CCN(CC1)CCOC2=CC=C(C=C2)C(=O)C3=C(SC4=C3C=CC(=C4)O)C5=CC=C(C=C5)O. Drug 2: COC1=C(C=C2C(=C1)N=CN=C2NC3=CC(=C(C=C3)F)Cl)OCCCN4CCOCC4. Cell line: SNB-19. Synergy scores: CSS=5.64, Synergy_ZIP=-3.17, Synergy_Bliss=-3.79, Synergy_Loewe=-4.00, Synergy_HSA=-3.24. (3) Drug 2: CC1=C(C(=CC=C1)Cl)NC(=O)C2=CN=C(S2)NC3=CC(=NC(=N3)C)N4CCN(CC4)CCO. Cell line: HCC-2998. Synergy scores: CSS=-0.599, Synergy_ZIP=-1.79, Synergy_Bliss=-4.10, Synergy_Loewe=-18.7, Synergy_HSA=-3.44. Drug 1: CC1=C(C(CCC1)(C)C)C=CC(=CC=CC(=CC(=O)O)C)C. (4) Drug 1: CC1=C2C(C(=O)C3(C(CC4C(C3C(C(C2(C)C)(CC1OC(=O)C(C(C5=CC=CC=C5)NC(=O)OC(C)(C)C)O)O)OC(=O)C6=CC=CC=C6)(CO4)OC(=O)C)OC)C)OC. Drug 2: C(CN)CNCCSP(=O)(O)O. Cell line: RXF 393. Synergy scores: CSS=46.9, Synergy_ZIP=12.4, Synergy_Bliss=13.5, Synergy_Loewe=-15.6, Synergy_HSA=13.9. (5) Drug 1: CN(C)N=NC1=C(NC=N1)C(=O)N. Drug 2: CCN(CC)CCNC(=O)C1=C(NC(=C1C)C=C2C3=C(C=CC(=C3)F)NC2=O)C. Cell line: HS 578T. Synergy scores: CSS=-1.45, Synergy_ZIP=0.656, Synergy_Bliss=-0.0812, Synergy_Loewe=-4.60, Synergy_HSA=-4.09. (6) Drug 1: C1=NC2=C(N=C(N=C2N1C3C(C(C(O3)CO)O)O)F)N. Drug 2: C1=NC(=NC(=O)N1C2C(C(C(O2)CO)O)O)N. Cell line: DU-145. Synergy scores: CSS=24.5, Synergy_ZIP=-6.73, Synergy_Bliss=7.20, Synergy_Loewe=-4.77, Synergy_HSA=3.32. (7) Drug 1: C1CN(CCN1C(=O)CCBr)C(=O)CCBr. Drug 2: C1C(C(OC1N2C=NC(=NC2=O)N)CO)O. Cell line: SK-MEL-5. Synergy scores: CSS=32.6, Synergy_ZIP=-8.74, Synergy_Bliss=-4.17, Synergy_Loewe=-0.127, Synergy_HSA=-1.27. (8) Drug 1: CC1=C2C(C(=O)C3(C(CC4C(C3C(C(C2(C)C)(CC1OC(=O)C(C(C5=CC=CC=C5)NC(=O)OC(C)(C)C)O)O)OC(=O)C6=CC=CC=C6)(CO4)OC(=O)C)OC)C)OC. Drug 2: C1=NC(=NC(=O)N1C2C(C(C(O2)CO)O)O)N. Cell line: SF-268. Synergy scores: CSS=30.3, Synergy_ZIP=-1.32, Synergy_Bliss=-2.84, Synergy_Loewe=-17.7, Synergy_HSA=-3.67.